Dataset: Catalyst prediction with 721,799 reactions and 888 catalyst types from USPTO. Task: Predict which catalyst facilitates the given reaction. (1) Reactant: [C:1]1(P([C:1]2[CH:6]=[CH:5]C=[CH:3][CH:2]=2)[C:1]2[CH:6]=[CH:5]C=[CH:3][CH:2]=2)[CH:6]=[CH:5]C=[CH:3][CH:2]=1.N(C([O-])=O)=NC([O-])=O.[OH:28][C:29]1[CH:30]=[C:31]2[C:36](=[CH:37][CH:38]=1)[C:35]([C:39]([O:41][CH3:42])=[O:40])=[CH:34][CH:33]=[CH:32]2.C(O)CCCC. Product: [CH2:3]([O:28][C:29]1[CH:30]=[C:31]2[C:36](=[CH:37][CH:38]=1)[C:35]([C:39]([O:41][CH3:42])=[O:40])=[CH:34][CH:33]=[CH:32]2)[CH2:2][CH2:1][CH2:6][CH3:5]. The catalyst class is: 2. (2) Reactant: [Cl-].[Cl-].[Cl-].[Al+3].[F:5][C:6]1[CH:7]=[C:8]([O:12]C(=O)CC)[CH:9]=[CH:10][CH:11]=1.Cl. Product: [F:5][C:6]1[CH:11]=[CH:10][C:9]([C:8](=[O:12])[CH2:7][CH3:6])=[C:8]([OH:12])[CH:7]=1. The catalyst class is: 262. (3) Reactant: F[C:2]1[CH:10]=[CH:9][C:8]([N+:11]([O-:13])=[O:12])=[CH:7][C:3]=1[C:4]([OH:6])=[O:5].[CH3:14][S-:15].[Na+].Cl. Product: [CH3:14][S:15][C:2]1[CH:10]=[CH:9][C:8]([N+:11]([O-:13])=[O:12])=[CH:7][C:3]=1[C:4]([OH:6])=[O:5]. The catalyst class is: 5. (4) Reactant: Br[C:2]1[C:8]([C:9]([F:12])([F:11])[F:10])=[CH:7][C:5]([NH2:6])=[CH:4][C:3]=1[Cl:13].CC1(C)C(C)(C)OB([C:22]2[CH2:27][CH2:26][N:25]([C:28]([O:30][C:31]([CH3:34])([CH3:33])[CH3:32])=[O:29])[CH2:24][CH:23]=2)O1.C(=O)([O-])[O-].[K+].[K+].CN(C=O)C. Product: [NH2:6][C:5]1[CH:7]=[C:8]([C:9]([F:12])([F:11])[F:10])[C:2]([C:22]2[CH2:27][CH2:26][N:25]([C:28]([O:30][C:31]([CH3:34])([CH3:33])[CH3:32])=[O:29])[CH2:24][CH:23]=2)=[C:3]([Cl:13])[CH:4]=1. The catalyst class is: 6. (5) Reactant: C([O-])([O-])=O.[K+].[K+].[Cl:7][C:8]1[C:9]([OH:18])=[C:10]([C:15](=[O:17])[CH3:16])[CH:11]=[CH:12][C:13]=1[OH:14].[Br:19][CH2:20][C:21]1[CH:26]=[CH:25][C:24]([CH2:27]Br)=[CH:23][CH:22]=1.Cl. Product: [Br:19][CH2:20][C:21]1[CH:26]=[CH:25][C:24]([CH2:27][O:14][C:13]2[CH:12]=[CH:11][C:10]([C:15](=[O:17])[CH3:16])=[C:9]([OH:18])[C:8]=2[Cl:7])=[CH:23][CH:22]=1. The catalyst class is: 692.